Dataset: Catalyst prediction with 721,799 reactions and 888 catalyst types from USPTO. Task: Predict which catalyst facilitates the given reaction. (1) Reactant: [N:1]1[CH:6]=[CH:5][CH:4]=[C:3]([NH:7][C:8](=[O:15])OCC(Cl)(Cl)Cl)[N:2]=1.[C:16]1([C:22]2[N:23]=[C:24]([N:27]3[CH2:32][CH2:31][NH:30][CH2:29][CH2:28]3)[S:25][CH:26]=2)[CH:21]=[CH:20][CH:19]=[CH:18][CH:17]=1.C(N(C(C)C)CC)(C)C.CS(C)=O. Product: [C:16]1([C:22]2[N:23]=[C:24]([N:27]3[CH2:32][CH2:31][N:30]([C:8]([NH:7][C:3]4[N:2]=[N:1][CH:6]=[CH:5][CH:4]=4)=[O:15])[CH2:29][CH2:28]3)[S:25][CH:26]=2)[CH:17]=[CH:18][CH:19]=[CH:20][CH:21]=1. The catalyst class is: 6. (2) Reactant: [Cl:1][C:2]1[CH:31]=[CH:30][CH:29]=[C:28]([Cl:32])[C:3]=1[C:4]([NH:6][C@H:7]([C:25]([OH:27])=O)[CH2:8][C:9]1[CH:14]=[CH:13][C:12]([C:15]2[C:20]([O:21][CH3:22])=[CH:19][CH:18]=[CH:17][C:16]=2[O:23][CH3:24])=[CH:11][CH:10]=1)=[O:5].C(Cl)(=O)C([Cl:36])=O.CN(C=O)C. Product: [Cl:1][C:2]1[CH:31]=[CH:30][CH:29]=[C:28]([Cl:32])[C:3]=1[C:4]([NH:6][C@H:7]([C:25]([Cl:36])=[O:27])[CH2:8][C:9]1[CH:14]=[CH:13][C:12]([C:15]2[C:20]([O:21][CH3:22])=[CH:19][CH:18]=[CH:17][C:16]=2[O:23][CH3:24])=[CH:11][CH:10]=1)=[O:5]. The catalyst class is: 1. (3) Reactant: [C:1]([C:4]1[C:9]([O:10][CH:11]2[CH2:16][CH2:15][N:14]([C:17]([O:19][C:20]([CH3:23])([CH3:22])[CH3:21])=[O:18])[CH2:13][CH2:12]2)=[CH:8][C:7](=[O:24])[N:6]([C:25]2[CH:30]=[CH:29][C:28]([S:31]([CH3:34])(=[O:33])=[O:32])=[CH:27][CH:26]=2)[N:5]=1)(=O)[NH2:2].C(OC(C(F)(F)F)=O)(C(F)(F)F)=O. Product: [C:1]([C:4]1[C:9]([O:10][CH:11]2[CH2:16][CH2:15][N:14]([C:17]([O:19][C:20]([CH3:23])([CH3:22])[CH3:21])=[O:18])[CH2:13][CH2:12]2)=[CH:8][C:7](=[O:24])[N:6]([C:25]2[CH:30]=[CH:29][C:28]([S:31]([CH3:34])(=[O:32])=[O:33])=[CH:27][CH:26]=2)[N:5]=1)#[N:2]. The catalyst class is: 1. (4) Reactant: [CH3:1][N:2]([CH3:18])[C:3]1[CH:4]=[C:5]([CH:9]=[C:10]([S:12]([F:17])([F:16])([F:15])([F:14])[F:13])[CH:11]=1)[C:6](O)=[O:7].S(Cl)(Cl)=O.Cl.[CH3:24][NH:25][O:26][CH3:27].CCN(C(C)C)C(C)C. Product: [CH3:1][N:2]([CH3:18])[C:3]1[CH:4]=[C:5]([CH:9]=[C:10]([S:12]([F:14])([F:17])([F:16])([F:13])[F:15])[CH:11]=1)[C:6]([N:25]([O:26][CH3:27])[CH3:24])=[O:7]. The catalyst class is: 124.